From a dataset of Full USPTO retrosynthesis dataset with 1.9M reactions from patents (1976-2016). Predict the reactants needed to synthesize the given product. (1) Given the product [NH2:1][S:3]([C:6]1[CH:7]=[C:8]([CH2:12][C:13]([O:15][CH3:16])=[O:14])[CH:9]=[CH:10][CH:11]=1)(=[O:5])=[O:4], predict the reactants needed to synthesize it. The reactants are: [NH3:1].Cl[S:3]([C:6]1[CH:7]=[C:8]([CH2:12][C:13]([O:15][CH3:16])=[O:14])[CH:9]=[CH:10][CH:11]=1)(=[O:5])=[O:4].ClCCl. (2) The reactants are: [CH3:1][C:2]1([CH2:15][C:16]([O:18][CH2:19][CH3:20])=[O:17])[C:10]2[C:5](=[CH:6][CH:7]=[CH:8][C:9]=2[N+:11]([O-:13])=[O:12])[NH:4][C:3]1=[O:14].[H-].[Na+].BrC[C:25]([O:27][CH2:28][CH3:29])=[O:26]. Given the product [N+:11]([C:9]1[CH:8]=[CH:7][CH:6]=[C:5]2[C:10]=1[C:2]([CH2:1][C:25]([O:27][CH2:28][CH3:29])=[O:26])([CH2:15][C:16]([O:18][CH2:19][CH3:20])=[O:17])[C:3](=[O:14])[NH:4]2)([O-:13])=[O:12], predict the reactants needed to synthesize it. (3) The reactants are: [Br:1][C:2]1[CH:3]=[C:4]([OH:11])[CH:5]=[C:6]([N+:8]([O-:10])=[O:9])[CH:7]=1.Br[CH2:13][C:14]1[CH:19]=[CH:18][CH:17]=[CH:16][CH:15]=1.C([O-])([O-])=O.[K+].[K+]. Given the product [CH2:13]([O:11][C:4]1[CH:5]=[C:6]([N+:8]([O-:10])=[O:9])[CH:7]=[C:2]([Br:1])[CH:3]=1)[C:14]1[CH:19]=[CH:18][CH:17]=[CH:16][CH:15]=1, predict the reactants needed to synthesize it. (4) Given the product [CH:23]([C:20]1[N:19]=[C:18]([N:15]2[CH2:16][CH2:17][CH:12]([O:11][C:10]3[C:5]4[N:4]([CH3:26])[CH:3]=[C:2]([C:33]5[CH:34]=[CH:35][C:30]([N+:27]([O-:29])=[O:28])=[CH:31][CH:32]=5)[C:6]=4[N:7]=[CH:8][N:9]=3)[CH2:13][CH2:14]2)[O:22][N:21]=1)([CH3:25])[CH3:24], predict the reactants needed to synthesize it. The reactants are: Br[C:2]1[C:6]2[N:7]=[CH:8][N:9]=[C:10]([O:11][CH:12]3[CH2:17][CH2:16][N:15]([C:18]4[O:22][N:21]=[C:20]([CH:23]([CH3:25])[CH3:24])[N:19]=4)[CH2:14][CH2:13]3)[C:5]=2[N:4]([CH3:26])[CH:3]=1.[N+:27]([C:30]1[CH:35]=[CH:34][C:33](B(O)O)=[CH:32][CH:31]=1)([O-:29])=[O:28].CS(C1C=CC(B(O)O)=CC=1)(=O)=O. (5) Given the product [Br:1][C:2]1[CH:11]=[C:10]([CH:26]([OH:27])[CH:21]2[CH2:22][CH2:23][CH2:24][CH2:25][N:20]2[C:13]([O:15][C:16]([CH3:18])([CH3:17])[CH3:19])=[O:14])[C:9]2[C:4](=[CH:5][CH:6]=[CH:7][CH:8]=2)[N:3]=1, predict the reactants needed to synthesize it. The reactants are: [Br:1][C:2]1[CH:11]=[C:10](Br)[C:9]2[C:4](=[CH:5][CH:6]=[CH:7][CH:8]=2)[N:3]=1.[C:13]([N:20]1[CH2:25][CH2:24][CH2:23][CH2:22][CH:21]1[CH:26]=[O:27])([O:15][C:16]([CH3:19])([CH3:18])[CH3:17])=[O:14]. (6) Given the product [Br:1][C:2]1[CH:3]=[C:4]([CH2:5][C:16]2[S:15][C:14]([CH2:11][CH2:12][CH3:13])=[CH:18][CH:17]=2)[CH:8]=[CH:9][CH:10]=1, predict the reactants needed to synthesize it. The reactants are: [Br:1][C:2]1[CH:3]=[C:4]([CH:8]=[CH:9][CH:10]=1)[C:5](O)=O.[CH2:11]([C:14]1[S:15][CH:16]=[CH:17][CH:18]=1)[CH2:12][CH3:13]. (7) The reactants are: C(O[C:9]([NH:11][CH2:12][CH2:13][N:14]([CH2:34]COC)[CH2:15][CH2:16][O:17][CH2:18][CH2:19][O:20][CH2:21][CH2:22][O:23][CH2:24][CH2:25][NH:26][C:27](=[O:33])[O:28][C:29]([CH3:32])([CH3:31])[CH3:30])=O)C1C=CC=CC=1. Given the product [CH3:34][N:14]([CH2:15][CH2:16][O:17][CH2:18][CH2:19][O:20][CH2:21][CH2:22][O:23][CH2:24][CH2:25][NH:26][C:27](=[O:33])[O:28][C:29]([CH3:31])([CH3:30])[CH3:32])[CH2:13][CH2:12][NH:11][CH3:9], predict the reactants needed to synthesize it. (8) Given the product [Cl:21][C:18]1[CH:17]=[CH:16][C:15]([CH2:14][C:10]2([OH:13])[CH2:11][CH2:12][NH:8][CH2:9]2)=[CH:20][CH:19]=1, predict the reactants needed to synthesize it. The reactants are: C(OC([N:8]1[CH2:12][CH2:11][C:10]([CH2:14][C:15]2[CH:20]=[CH:19][C:18]([Cl:21])=[CH:17][CH:16]=2)([OH:13])[CH2:9]1)=O)(C)(C)C.FC(F)(F)C(O)=O.